From a dataset of Catalyst prediction with 721,799 reactions and 888 catalyst types from USPTO. Predict which catalyst facilitates the given reaction. (1) Reactant: [CH3:1][O:2][C:3](=[O:14])[C:4]1[CH:9]=[C:8]([N+:10]([O-:12])=[O:11])[CH:7]=[CH:6][C:5]=1[CH3:13].C1C(=O)N([Br:22])C(=O)C1.C(OOC(=O)C1C=CC=CC=1)(=O)C1C=CC=CC=1. Product: [CH3:1][O:2][C:3](=[O:14])[C:4]1[CH:9]=[C:8]([N+:10]([O-:12])=[O:11])[CH:7]=[CH:6][C:5]=1[CH2:13][Br:22]. The catalyst class is: 53. (2) Reactant: C(=O)([O-])[O-].[Cs+].[Cs+].[NH:7]1[C:11]2=[N:12][CH:13]=[CH:14][CH:15]=[C:10]2[C:9]([C:16]#[N:17])=[N:8]1.[F:18][C:19]1[C:26]([F:27])=[CH:25][CH:24]=[CH:23][C:20]=1[CH2:21]Br.Cl. Product: [F:18][C:19]1[C:26]([F:27])=[CH:25][CH:24]=[CH:23][C:20]=1[CH2:21][N:7]1[C:11]2=[N:12][CH:13]=[CH:14][CH:15]=[C:10]2[C:9]([C:16]#[N:17])=[N:8]1. The catalyst class is: 623. (3) Reactant: [H-].[Al+3].[Li+].[H-].[H-].[H-].C[O:8][C:9](=O)[C:10]1[CH:15]=[CH:14][C:13]([O:16][CH2:17][C:18]2[N:19]=[C:20]([C:24]3[CH:29]=[CH:28][CH:27]=[CH:26][CH:25]=3)[O:21][C:22]=2[CH3:23])=[CH:12][CH:11]=1. Product: [CH3:23][C:22]1[O:21][C:20]([C:24]2[CH:25]=[CH:26][CH:27]=[CH:28][CH:29]=2)=[N:19][C:18]=1[CH2:17][O:16][C:13]1[CH:12]=[CH:11][C:10]([CH2:9][OH:8])=[CH:15][CH:14]=1. The catalyst class is: 1.